From a dataset of NCI-60 drug combinations with 297,098 pairs across 59 cell lines. Regression. Given two drug SMILES strings and cell line genomic features, predict the synergy score measuring deviation from expected non-interaction effect. (1) Drug 1: CC(C1=C(C=CC(=C1Cl)F)Cl)OC2=C(N=CC(=C2)C3=CN(N=C3)C4CCNCC4)N. Drug 2: CCC1(C2=C(COC1=O)C(=O)N3CC4=CC5=C(C=CC(=C5CN(C)C)O)N=C4C3=C2)O.Cl. Cell line: NCI-H460. Synergy scores: CSS=28.5, Synergy_ZIP=-3.99, Synergy_Bliss=4.61, Synergy_Loewe=3.81, Synergy_HSA=4.69. (2) Drug 1: CC12CCC(CC1=CCC3C2CCC4(C3CC=C4C5=CN=CC=C5)C)O. Drug 2: CN(C)N=NC1=C(NC=N1)C(=O)N. Cell line: SF-539. Synergy scores: CSS=4.14, Synergy_ZIP=-4.07, Synergy_Bliss=-5.22, Synergy_Loewe=-5.58, Synergy_HSA=-4.22. (3) Drug 1: C1=NC2=C(N=C(N=C2N1C3C(C(C(O3)CO)O)O)F)N. Drug 2: COC1=NC(=NC2=C1N=CN2C3C(C(C(O3)CO)O)O)N. Cell line: SF-539. Synergy scores: CSS=-2.35, Synergy_ZIP=1.39, Synergy_Bliss=-4.78, Synergy_Loewe=-9.63, Synergy_HSA=-9.76. (4) Drug 1: CN1CCC(CC1)COC2=C(C=C3C(=C2)N=CN=C3NC4=C(C=C(C=C4)Br)F)OC. Drug 2: CC1=CC=C(C=C1)C2=CC(=NN2C3=CC=C(C=C3)S(=O)(=O)N)C(F)(F)F. Cell line: NCI-H522. Synergy scores: CSS=29.0, Synergy_ZIP=-4.59, Synergy_Bliss=5.64, Synergy_Loewe=6.67, Synergy_HSA=7.22. (5) Cell line: HT29. Synergy scores: CSS=-2.20, Synergy_ZIP=5.24, Synergy_Bliss=6.65, Synergy_Loewe=0.0621, Synergy_HSA=-1.10. Drug 1: COC1=NC(=NC2=C1N=CN2C3C(C(C(O3)CO)O)O)N. Drug 2: C(CCl)NC(=O)N(CCCl)N=O.